Dataset: Experimentally validated miRNA-target interactions with 360,000+ pairs, plus equal number of negative samples. Task: Binary Classification. Given a miRNA mature sequence and a target amino acid sequence, predict their likelihood of interaction. (1) The miRNA is hsa-miR-1237-5p with sequence CGGGGGCGGGGCCGAAGCGCG. The protein sequence of the target gene is MSEAMDQPAGGPGNPRPGEGDDGSMEPGTCQELLHRLRELEAENSALAQANENQRETYERCLDEVANHVVQALLNQKDLREECIKLKKRVFDLERQNQMLSALFQQKLQLTTGSLPQIPLTPLQPPSEPPASPSLSSTEGPAAPLPLGHCAGQREVCWEQQLRPGGPGPPAAPPPALDALSPFLRKKAQILEVLRALEETDPLLLCSPATPWRPPGQGPGSPEPINGELCGPPQPEPSPWAPCLLLGPGNLGGLLHWERLLGGLGGEEDTGRPWGPSRGPPQAQGTSSGPNCAPGSSSSS.... Result: 1 (interaction). (2) The miRNA is mmu-miR-7035-3p with sequence UCUGAGCCGCUGUCCCUGCAG. The protein sequence of the target gene is MASLSRPSLPSCLCSFLLLLLLQVSSSYAGQFRVIGPRHPIRALVGDEVELPCRISPGKNATGMEVGWYRPPFSRVVHLYRNGKDQDGDQAPEYRGRTELLKDAIGEGKVTLRIRNVRFSDEGGFTCFFRDHSYQEEAAMELKVEDPFYWVSPGVLVLLAVLPVLLLQITVGLIFLCLQYRLRGKLRAEIENLHRTFDPHFLRVPCWKITLFVIVPVLGPLVALIICYNWLHRRLAGQFLEELRNPF. Result: 0 (no interaction). (3) The protein sequence of the target gene is MIEQQKRKGPELPLVPVKRQRHELLLGAGSGPGAGQQQATPGALLQAGPPRCSSLQAPIMLLSGHEGEVYCCKFHPNGSTLASAGFDRLILLWNVYGDCDNYATLKGHSGAVMELHYNTDGSMLFSASTDKTVAVWDSETGERVKRLKGHTSFVNSCYPARRGPQLVCTGSDDGTVKLWDIRKKAAIQTFQNTYQVLAVTFNDTSDQIISGGIDNDIKVWDLRQNKLTYTMRGHADSVTGLSLSSEGSYLLSNAMDNTVRVWDVRPFAPKERCVKIFQGNVHNFEKNLLRCSWSPDGSKI.... The miRNA is hsa-miR-654-3p with sequence UAUGUCUGCUGACCAUCACCUU. Result: 0 (no interaction). (4) The miRNA is hsa-miR-3064-5p with sequence UCUGGCUGUUGUGGUGUGCAA. The protein sequence of the target gene is MSTASSSSSQTPHSAPQRMRRSTAGSPPAAAGSGTGPAGSCAPAAGAGRLLQPIRATVPYQLLRGSQHSPTRPAAAATAAAALGSLSGPGGARGPSPSSPTPPPAAAPAEQAPRAKGRPRRSPESRRRSSSPERRSPGSPVCRVDRPKSQHIRTSSTIRRTSSLDTITGPYLTGQWPRDPHVHYPSCMRDKATQTPSCWAEEGAEKRSHQRSASWGSADQLKEIAKLRQQLQRSKQSSRHSKEKDRQSPLHGNHITISHTQAIGSRSVPMPLSNISVPKSSVSRVPCNVEGISPELEKVF.... Result: 0 (no interaction).